This data is from Reaction yield outcomes from USPTO patents with 853,638 reactions. The task is: Predict the reaction yield, written as a fraction of the theoretical maximum amount of product (1.0 means a 100% yield; for example, 0.34 means a 34% yield). (1) The reactants are [C:1]([CH2:3][C:4]([NH2:6])=[O:5])#[N:2].[H-].[Na+].C([C:16]1[CH:21]=[CH:20][CH:19]=[CH:18][C:17]=1[C:22](=O)[CH:23]=[C:24]([S:27][CH3:28])SC)C1C=CC=CC=1.C[CH:31]([OH:33])[CH3:32]. The catalyst is Cl. The product is [CH2:31]([O:33][C:16]1[CH:21]=[CH:20][CH:19]=[CH:18][C:17]=1[C:22]1[NH:6][C:4](=[O:5])[C:3](=[C:24]([S:27][CH3:28])[CH:23]=1)[C:1]#[N:2])[C:32]1[CH:20]=[CH:21][CH:16]=[CH:17][CH:18]=1. The yield is 0.840. (2) The product is [N+:8]([C:5]1[N:6]=[CH:7][C:2]([N:14]2[CH2:13][CH2:12][N:11]([C:17]([O:19][C:20]([CH3:23])([CH3:22])[CH3:21])=[O:18])[CH2:16][CH2:15]2)=[CH:3][CH:4]=1)([O-:10])=[O:9]. The yield is 0.590. The catalyst is CS(C)=O. The reactants are Br[C:2]1[CH:3]=[CH:4][C:5]([N+:8]([O-:10])=[O:9])=[N:6][CH:7]=1.[N:11]1([C:17]([O:19][C:20]([CH3:23])([CH3:22])[CH3:21])=[O:18])[CH2:16][CH2:15][NH:14][CH2:13][CH2:12]1.[I+].C([N+](CCCC)(CCCC)CCCC)CCC.C(=O)([O-])[O-].[K+].[K+]. (3) The reactants are Br[CH2:2][CH2:3][O:4][CH2:5][C:6]1[CH:11]=[CH:10][CH:9]=[CH:8][CH:7]=1.C(O[P:15]([O-:19])OCC)C.[CH3:20][CH2:21][O:22][CH2:23][CH3:24]. No catalyst specified. The product is [CH2:5]([O:4][CH2:3][CH2:2][PH:15](=[O:19])[CH2:20][CH2:21][O:22][CH2:23][C:24]1[CH:10]=[CH:11][CH:6]=[CH:7][CH:8]=1)[C:6]1[CH:11]=[CH:10][CH:9]=[CH:8][CH:7]=1. The yield is 0.820. (4) The reactants are N1C(C)=CC=CC=1C.[CH2:9]([O:16][C:17]1[CH:18]=[CH:19][C:20]([C@@H:28]([OH:31])[CH2:29][Br:30])=[C:21]2[C:26]=1[NH:25][C:24](=[O:27])[CH:23]=[CH:22]2)[C:10]1[CH:15]=[CH:14][CH:13]=[CH:12][CH:11]=1.FC(F)(F)S(O[Si:38]([C:41]([CH3:44])([CH3:43])[CH3:42])([CH3:40])[CH3:39])(=O)=O. The catalyst is C(Cl)Cl. The product is [CH2:9]([O:16][C:17]1[CH:18]=[CH:19][C:20]([C@@H:28]([O:31][Si:38]([C:41]([CH3:44])([CH3:43])[CH3:42])([CH3:40])[CH3:39])[CH2:29][Br:30])=[C:21]2[C:26]=1[NH:25][C:24](=[O:27])[CH:23]=[CH:22]2)[C:10]1[CH:11]=[CH:12][CH:13]=[CH:14][CH:15]=1. The yield is 0.850. (5) The reactants are [NH2:1][C:2]1[CH:10]=[CH:9][CH:8]=[CH:7][C:3]=1[C:4]([NH2:6])=[O:5].O=[C:12]1[CH2:17][CH2:16][N:15]([C:18]([O:20][C:21]([CH3:24])([CH3:23])[CH3:22])=[O:19])[CH2:14][CH2:13]1.S([O-])([O-])(=O)=O.[Mg+2]. The catalyst is ClC(Cl)C.C(OCC)(=O)C.O.C1(C)C=CC(S(O)(=O)=O)=CC=1. The product is [CH3:24][C:21]([O:20][C:18]([N:15]1[CH2:16][CH2:17][C:12]2([NH:6][C:4](=[O:5])[C:3]3[C:2](=[CH:10][CH:9]=[CH:8][CH:7]=3)[NH:1]2)[CH2:13][CH2:14]1)=[O:19])([CH3:22])[CH3:23]. The yield is 0.800. (6) The reactants are [OH:1][C:2]1[CH:3]=[CH:4][C:5]2[O:19][CH2:18][C:8]3(C4[C:11](=CC=CC=4)[NH:10][C:9]3=[O:17])[C:6]=2[CH:7]=1.[C:33]1(P([C:33]2[CH:38]=[CH:37][CH:36]=[CH:35][CH:34]=2)[C:33]2[CH:38]=[CH:37][CH:36]=[CH:35][CH:34]=2)[CH:38]=[CH:37][CH:36]=[CH:35][CH:34]=1.CO.N(C(OCC)=O)=N[C:43](OCC)=O. The catalyst is O1CCCC1. The product is [CH3:43][O:1][C:2]1[CH:3]=[CH:4][C:5]2[O:19][CH2:18][C:8]3([C:34]4[C:33](=[CH:38][CH:37]=[CH:36][CH:35]=4)[N:10]([CH3:11])[C:9]3=[O:17])[C:6]=2[CH:7]=1. The yield is 0.140. (7) The reactants are O.Cl.[CH2:3]([O:10][CH2:11][CH2:12][C:13]1([CH2:18][CH2:19][S:20][CH:21]([C:32]2[C:37]([F:38])=[CH:36][CH:35]=[C:34]([F:39])[C:33]=2[F:40])[C:22]2[C:23]([CH3:31])=[CH:24][C:25]([C:28]([NH2:30])=[O:29])=[N:26][CH:27]=2)OCC[O:14]1)[C:4]1[CH:9]=[CH:8][CH:7]=[CH:6][CH:5]=1. The catalyst is O1CCOCC1. The product is [CH2:3]([O:10][CH2:11][CH2:12][C:13](=[O:14])[CH2:18][CH2:19][S:20][CH:21]([C:32]1[C:37]([F:38])=[CH:36][CH:35]=[C:34]([F:39])[C:33]=1[F:40])[C:22]1[C:23]([CH3:31])=[CH:24][C:25]([C:28]([NH2:30])=[O:29])=[N:26][CH:27]=1)[C:4]1[CH:9]=[CH:8][CH:7]=[CH:6][CH:5]=1. The yield is 0.830. (8) The reactants are C(N(CC)CC)C.[C:8](Cl)(=[O:12])[CH:9]([CH3:11])[CH3:10].[CH2:14]([O:16][C:17]#[C:18][CH2:19][CH2:20][CH2:21][CH2:22][CH2:23][CH3:24])[CH3:15]. The catalyst is C(OCC)C. The product is [CH2:14]([O:16][C:17]1[C:9]([CH3:11])([CH3:10])[C:8](=[O:12])[C:18]=1[CH2:19][CH2:20][CH2:21][CH2:22][CH2:23][CH3:24])[CH3:15]. The yield is 0.610. (9) The reactants are [Br:1][C:2]1[CH:10]=[C:9]([Cl:11])[C:5]([C:6](O)=[O:7])=[C:4]([Cl:12])[CH:3]=1.S(Cl)([Cl:15])=O. The catalyst is ClCCl. The product is [Br:1][C:2]1[CH:10]=[C:9]([Cl:11])[C:5]([C:6]([Cl:15])=[O:7])=[C:4]([Cl:12])[CH:3]=1. The yield is 1.00. (10) The reactants are [CH:1]1([CH2:4][N:5]2[C:9]3[CH:10]=[CH:11][C:12]([S:14]([CH3:17])(=[O:16])=[O:15])=[CH:13][C:8]=3[N:7]=[C:6]2[CH2:18][C:19]([CH3:22])([CH3:21])[CH3:20])[CH2:3][CH2:2]1.C[Si]([N-][Si](C)(C)C)(C)C.[Li+].[CH3:33][C:34]([CH3:36])=[O:35]. The catalyst is O1CCCC1. The product is [CH:1]1([CH2:4][N:5]2[C:9]3[CH:10]=[CH:11][C:12]([S:14]([CH2:17][C:34]([CH3:36])([OH:35])[CH3:33])(=[O:15])=[O:16])=[CH:13][C:8]=3[N:7]=[C:6]2[CH2:18][C:19]([CH3:22])([CH3:21])[CH3:20])[CH2:2][CH2:3]1. The yield is 0.0800.